This data is from Full USPTO retrosynthesis dataset with 1.9M reactions from patents (1976-2016). The task is: Predict the reactants needed to synthesize the given product. The reactants are: [CH3:1][C:2]1[CH:7]=[C:6]([CH3:8])[CH:5]=[C:4]([CH3:9])[C:3]=1[N:10]=[C:11]=[O:12].[NH2:13][C:14]1[CH:19]=[C:18]([Cl:20])[CH:17]=[CH:16][C:15]=1[C:21]([NH:23][C@@H:24]([CH:32]1[CH2:37][CH2:36][CH2:35][CH2:34][CH2:33]1)[C:25]([O:27][C:28]([CH3:31])([CH3:30])[CH3:29])=[O:26])=[O:22].CCCCCC.C(OCC)(=O)C. Given the product [Cl:20][C:18]1[CH:17]=[CH:16][C:15]([C:21]([NH:23][C@@H:24]([CH:32]2[CH2:33][CH2:34][CH2:35][CH2:36][CH2:37]2)[C:25]([O:27][C:28]([CH3:31])([CH3:30])[CH3:29])=[O:26])=[O:22])=[C:14]([NH:13][C:11]([NH:10][C:3]2[C:2]([CH3:1])=[CH:7][C:6]([CH3:8])=[CH:5][C:4]=2[CH3:9])=[O:12])[CH:19]=1, predict the reactants needed to synthesize it.